Dataset: Forward reaction prediction with 1.9M reactions from USPTO patents (1976-2016). Task: Predict the product of the given reaction. (1) Given the reactants [C:1]([CH:9]1[CH2:13][N:12]([C:14]2[CH:19]=[CH:18][C:17]([O:20][C:21]3[C:30]4[C:25](=[CH:26][C:27]([O:33][CH3:34])=[C:28]([O:31][CH3:32])[CH:29]=4)[N:24]=[CH:23][CH:22]=3)=[C:16]([F:35])[CH:15]=2)[C:11](=[O:36])[CH2:10]1)(=[O:8])[C:2]1[CH:7]=[CH:6][CH:5]=[CH:4][CH:3]=1.[BH4-].[Na+], predict the reaction product. The product is: [CH3:32][O:31][C:28]1[CH:29]=[C:30]2[C:25](=[CH:26][C:27]=1[O:33][CH3:34])[N:24]=[CH:23][CH:22]=[C:21]2[O:20][C:17]1[CH:18]=[CH:19][C:14]([N:12]2[CH2:13][CH:9]([CH:1]([OH:8])[C:2]3[CH:7]=[CH:6][CH:5]=[CH:4][CH:3]=3)[CH2:10][C:11]2=[O:36])=[CH:15][C:16]=1[F:35]. (2) Given the reactants F[C:2]1[CH:11]=[CH:10][C:9]([N+:12]([O-:14])=[O:13])=[C:8]2[C:3]=1[CH2:4][CH2:5][N:6]([CH3:16])[C:7]2=[O:15].[C:17]([O:21][C:22]([N:24]1[CH2:29][CH2:28][N:27]([CH:30]2[CH2:35][CH2:34][NH:33][CH2:32][CH2:31]2)[CH2:26][CH2:25]1)=[O:23])([CH3:20])([CH3:19])[CH3:18].C([O-])([O-])=O.[K+].[K+], predict the reaction product. The product is: [C:17]([O:21][C:22]([N:24]1[CH2:25][CH2:26][N:27]([CH:30]2[CH2:35][CH2:34][N:33]([C:2]3[CH:11]=[CH:10][C:9]([N+:12]([O-:14])=[O:13])=[C:8]4[C:3]=3[CH2:4][CH2:5][N:6]([CH3:16])[C:7]4=[O:15])[CH2:32][CH2:31]2)[CH2:28][CH2:29]1)=[O:23])([CH3:20])([CH3:18])[CH3:19]. (3) Given the reactants [O:1]=[C:2]1[CH2:6][CH2:5][CH2:4][C:3]1=[CH:7][C:8]1[C:16]2[C:11](=[CH:12][CH:13]=[C:14]([C:17]#[N:18])[CH:15]=2)[NH:10][CH:9]=1, predict the reaction product. The product is: [O:1]=[C:2]1[CH2:6][CH2:5][CH2:4][CH:3]1[CH2:7][C:8]1[C:16]2[C:11](=[CH:12][CH:13]=[C:14]([C:17]#[N:18])[CH:15]=2)[NH:10][CH:9]=1. (4) Given the reactants [CH2:1]([O:3][C:4]([N:6]1[CH2:11][CH2:10][CH:9]([C:12]2[C:20]3[C:15](=[CH:16][CH:17]=[C:18]([O:21][CH3:22])[CH:19]=3)[NH:14][CH:13]=2)[CH2:8][CH2:7]1)=[O:5])[CH3:2].Br[CH2:24][C:25]1[CH:29]=[CH:28][O:27][CH:26]=1, predict the reaction product. The product is: [CH2:1]([O:3][C:4]([N:6]1[CH2:11][CH2:10][CH:9]([C:12]2[C:20]3[C:15](=[CH:16][CH:17]=[C:18]([O:21][CH3:22])[CH:19]=3)[N:14]([CH2:24][C:25]3[CH:29]=[CH:28][O:27][CH:26]=3)[CH:13]=2)[CH2:8][CH2:7]1)=[O:5])[CH3:2].